From a dataset of CYP2C19 inhibition data for predicting drug metabolism from PubChem BioAssay. Regression/Classification. Given a drug SMILES string, predict its absorption, distribution, metabolism, or excretion properties. Task type varies by dataset: regression for continuous measurements (e.g., permeability, clearance, half-life) or binary classification for categorical outcomes (e.g., BBB penetration, CYP inhibition). Dataset: cyp2c19_veith. (1) The compound is N[C@H](CO)C(=O)NCC(=O)O. The result is 0 (non-inhibitor). (2) The drug is CCOC(=O)Cc1csc(NC(=O)CCCCCN2C(=O)c3ccccc3C2=O)n1. The result is 1 (inhibitor). (3) The molecule is CCN(CC)CCN1c2ccccc2Sc2ccc3ccccc3c21. The result is 1 (inhibitor). (4) The result is 0 (non-inhibitor). The compound is c1cncc(-c2ccc3ncnc(N4CCNCC4)c3c2)c1. (5) The molecule is COCCNc1cc(-c2ccccc2C(F)(F)F)ncn1. The result is 1 (inhibitor).